This data is from Reaction yield outcomes from USPTO patents with 853,638 reactions. The task is: Predict the reaction yield, written as a fraction of the theoretical maximum amount of product (1.0 means a 100% yield; for example, 0.34 means a 34% yield). (1) The reactants are [NH:1]1[C:9]2[C:4](=[CH:5][C:6]([NH:10][C:11]([C:13]3[O:17][C:16]([N:18]4[CH2:23][CH2:22][CH2:21][CH:20]([CH3:24])[CH2:19]4)=[N:15][C:14]=3[C:25]([F:28])([F:27])[F:26])=[O:12])=[CH:7][CH:8]=2)[CH:3]=[N:2]1.[C:29]1([N:35]=[C:36]=[O:37])[CH:34]=[CH:33][CH:32]=[CH:31][CH:30]=1. The catalyst is C(Cl)Cl. The product is [CH3:24][CH:20]1[CH2:21][CH2:22][CH2:23][N:18]([C:16]2[O:17][C:13]([C:11]([NH:10][C:6]3[CH:5]=[C:4]4[C:9](=[CH:8][CH:7]=3)[N:1]([C:36]([NH:35][C:29]3[CH:34]=[CH:33][CH:32]=[CH:31][CH:30]=3)=[O:37])[N:2]=[CH:3]4)=[O:12])=[C:14]([C:25]([F:28])([F:27])[F:26])[N:15]=2)[CH2:19]1. The yield is 0.420. (2) The reactants are Cl[CH2:2][CH2:3][O:4][C:5]([NH:7][C:8]1[CH:13]=[CH:12][C:11]([CH:14]([CH3:18])[C:15]([OH:17])=[O:16])=[CH:10][CH:9]=1)=[O:6].N12CCCN=C1CCCCC2.O.Cl. The yield is 0.800. The product is [O:6]=[C:5]1[N:7]([C:8]2[CH:13]=[CH:12][C:11]([CH:14]([CH3:18])[C:15]([OH:17])=[O:16])=[CH:10][CH:9]=2)[CH2:2][CH2:3][O:4]1. The catalyst is CN(C)C=O. (3) The reactants are [C:1]([C:4]1[CH:12]=[CH:11][C:7]([C:8]([OH:10])=O)=[CH:6][C:5]=1[OH:13])(=[O:3])[CH3:2].C(N(C(C)C)CC)(C)C.ON1C2C=CC=CC=2N=N1.CN(C(ON1N=NC2C=CC=CC1=2)=[N+](C)C)C.[B-](F)(F)(F)F.[NH2:55][C:56]1[CH:61]=[CH:60][N:59]=[CH:58][CH:57]=1. The catalyst is CN(C)C=O. The product is [C:1]([C:4]1[CH:12]=[CH:11][C:7]([C:8]([NH:55][C:56]2[CH:61]=[CH:60][N:59]=[CH:58][CH:57]=2)=[O:10])=[CH:6][C:5]=1[OH:13])(=[O:3])[CH3:2]. The yield is 0.500.